This data is from Catalyst prediction with 721,799 reactions and 888 catalyst types from USPTO. The task is: Predict which catalyst facilitates the given reaction. (1) Reactant: [C:1]1(P(C2C=CC=CC=2)C2C=CC=CC=2)[CH:6]=CC=C[CH:2]=1.CC(OC(/N=N/C(OC(C)C)=O)=O)C.[C:34]([O:38][C:39]([NH:41][C:42]([CH3:47])([CH3:46])[C:43]([OH:45])=[O:44])=[O:40])([CH3:37])([CH3:36])[CH3:35].C(O)(C)C. Product: [C:34]([O:38][C:39]([NH:41][C:42]([CH3:47])([CH3:46])[C:43]([O:45][CH:1]([CH3:6])[CH3:2])=[O:44])=[O:40])([CH3:37])([CH3:35])[CH3:36]. The catalyst class is: 1. (2) Reactant: FC1C=C([C:12]2[N:17]=[C:16]3[N:18]([CH2:21][C:22]4[CH:23]=[C:24]5[C:29](=[CH:30][CH:31]=4)[N:28]=[CH:27][CH:26]=[CH:25]5)[N:19]=[N:20][C:15]3=[CH:14][CH:13]=2)C=CC=1C(NC)=O.C[C:33]1[C:37](B2OC(C)(C)C(C)(C)O2)=[CH:36][N:35](C(OCCCC)=O)[N:34]=1.C(=O)([O-])[O-].[K+].[K+].CN(C=O)C. Product: [NH:34]1[CH:33]=[C:37]([C:12]2[N:17]=[C:16]3[N:18]([CH2:21][C:22]4[CH:23]=[C:24]5[C:29](=[CH:30][CH:31]=4)[N:28]=[CH:27][CH:26]=[CH:25]5)[N:19]=[N:20][C:15]3=[CH:14][CH:13]=2)[CH:36]=[N:35]1. The catalyst class is: 690. (3) Product: [S:1]1[CH:5]=[C:4]([C:6]2[N:14]=[C:13]3[C:9]([N:10]=[CH:11][N:12]3[CH:15]([CH3:17])[CH3:16])=[C:8]([NH:23][CH2:24][CH2:25][C:26]3[CH:31]=[CH:30][C:29]([OH:32])=[CH:28][CH:27]=3)[N:7]=2)[C:3]2[CH:19]=[CH:20][CH:21]=[CH:22][C:2]1=2. Reactant: [S:1]1[CH:5]=[C:4]([C:6]2[N:14]=[C:13]3[C:9]([N:10]=[CH:11][N:12]3[CH:15]([CH3:17])[CH3:16])=[C:8](Cl)[N:7]=2)[C:3]2[CH:19]=[CH:20][CH:21]=[CH:22][C:2]1=2.[NH2:23][CH2:24][CH2:25][C:26]1[CH:31]=[CH:30][C:29]([OH:32])=[CH:28][CH:27]=1. The catalyst class is: 41. (4) Product: [CH2:1]([N:8]1[CH2:13][CH2:12][C:11]([N:21]([C:22]2[CH:27]=[CH:26][CH:25]=[CH:24][CH:23]=2)[C:30](=[O:31])[C:29]([F:40])([F:39])[F:28])([C:14]2[CH:19]=[CH:18][CH:17]=[C:16]([Br:20])[N:15]=2)[CH2:10][CH2:9]1)[C:2]1[CH:3]=[CH:4][CH:5]=[CH:6][CH:7]=1. Reactant: [CH2:1]([N:8]1[CH2:13][CH2:12][C:11]([NH:21][C:22]2[CH:27]=[CH:26][CH:25]=[CH:24][CH:23]=2)([C:14]2[CH:19]=[CH:18][CH:17]=[C:16]([Br:20])[N:15]=2)[CH2:10][CH2:9]1)[C:2]1[CH:7]=[CH:6][CH:5]=[CH:4][CH:3]=1.[F:28][C:29]([F:40])([F:39])[C:30](O[C:30](=[O:31])[C:29]([F:40])([F:39])[F:28])=[O:31]. The catalyst class is: 7. (5) Reactant: Br.Br[CH:3]([C:13]1[CH:18]=[CH:17][N:16]=[C:15]([NH:19][C:20]([O:22][C:23]([CH3:26])([CH3:25])[CH3:24])=[O:21])[CH:14]=1)[C:4]([C:6]1[CH:11]=[CH:10][CH:9]=[C:8]([Br:12])[CH:7]=1)=O.[C:27]([NH2:31])(=[S:30])[CH2:28][CH3:29].C(=O)([O-])O.[Na+]. Product: [Br:12][C:8]1[CH:7]=[C:6]([C:4]2[N:31]=[C:27]([CH2:28][CH3:29])[S:30][C:3]=2[C:13]2[CH:18]=[CH:17][N:16]=[C:15]([NH:19][C:20]([O:22][C:23]([CH3:26])([CH3:25])[CH3:24])=[O:21])[CH:14]=2)[CH:11]=[CH:10][CH:9]=1.[NH2:19][C:15]1[CH:14]=[C:13]([C:3]2[S:30][C:27]([CH2:28][CH3:29])=[N:31][C:4]=2[C:6]2[CH:11]=[CH:10][CH:9]=[C:8]([Br:12])[CH:7]=2)[CH:18]=[CH:17][N:16]=1. The catalyst class is: 3.